From a dataset of Reaction yield outcomes from USPTO patents with 853,638 reactions. Predict the reaction yield, written as a fraction of the theoretical maximum amount of product (1.0 means a 100% yield; for example, 0.34 means a 34% yield). The reactants are C(OC(=O)[NH:7][CH:8]([C:11]1[CH:16]=[CH:15][CH:14]=[C:13](Br)[CH:12]=1)[CH2:9][OH:10])(C)(C)C.[N:19]1[CH:24]=[CH:23][CH:22]=[C:21](B(O)O)[CH:20]=1.C(=O)([O-])[O-].[Cs+].[Cs+].O. The catalyst is C1C=CC([P]([Pd]([P](C2C=CC=CC=2)(C2C=CC=CC=2)C2C=CC=CC=2)([P](C2C=CC=CC=2)(C2C=CC=CC=2)C2C=CC=CC=2)[P](C2C=CC=CC=2)(C2C=CC=CC=2)C2C=CC=CC=2)(C2C=CC=CC=2)C2C=CC=CC=2)=CC=1.C(OCC)(=O)C. The product is [NH2:7][CH:8]([C:11]1[CH:16]=[CH:15][CH:14]=[C:13]([C:21]2[CH:20]=[N:19][CH:24]=[CH:23][CH:22]=2)[CH:12]=1)[CH2:9][OH:10]. The yield is 1.00.